From a dataset of Catalyst prediction with 721,799 reactions and 888 catalyst types from USPTO. Predict which catalyst facilitates the given reaction. (1) Reactant: [Br-].[CH3:2][N+:3]([CH3:21])=[C:4]1[C:8]([C:15]2[CH:20]=[CH:19][CH:18]=[CH:17][CH:16]=2)([C:9]2[CH:14]=[CH:13][CH:12]=[CH:11][CH:10]=2)[CH2:7][CH2:6][O:5]1.[OH:22][C:23]1[CH:28]=[CH:27][CH:26]=[CH:25][C:24]=1[C:29]1([OH:35])[CH2:34][CH2:33][NH:32][CH2:31][CH2:30]1.C(=O)([O-])[O-].[Na+].[Na+].O. Product: [OH:22][C:23]1[CH:28]=[CH:27][CH:26]=[CH:25][C:24]=1[C:29]1([OH:35])[CH2:30][CH2:31][N:32]([CH2:6][CH2:7][C:8]([C:9]2[CH:10]=[CH:11][CH:12]=[CH:13][CH:14]=2)([C:15]2[CH:16]=[CH:17][CH:18]=[CH:19][CH:20]=2)[C:4]([N:3]([CH3:21])[CH3:2])=[O:5])[CH2:33][CH2:34]1. The catalyst class is: 9. (2) Reactant: Br[CH:2]([C:7]1[CH:12]=[CH:11][CH:10]=[CH:9][CH:8]=1)[C:3]([CH3:6])([CH3:5])[CH3:4].[C:13]([O-:16])(=[S:15])[CH3:14].[K+]. Product: [CH3:4][C:3]([CH3:6])([CH3:5])[CH:2]([S:15][C:13](=[O:16])[CH3:14])[C:7]1[CH:12]=[CH:11][CH:10]=[CH:9][CH:8]=1. The catalyst class is: 3.